Dataset: Forward reaction prediction with 1.9M reactions from USPTO patents (1976-2016). Task: Predict the product of the given reaction. (1) Given the reactants [F:1][C:2]1[CH:3]=[CH:4][C:5]([CH3:23])=[C:6]([S:8]([NH:11][C:12]2[C:21]3[C:16](=[CH:17][CH:18]=[CH:19][CH:20]=3)[C:15](Br)=[CH:14][CH:13]=2)(=[O:10])=[O:9])[CH:7]=1.Br[C:25]1[C:34]2[C:29](=CC=CC=2)[C:28]([NH2:35])=C[CH:26]=1.FC1C=CC(C)=C(S([Cl:46])(=O)=O)C=1.Cl, predict the reaction product. The product is: [ClH:46].[F:1][C:2]1[CH:3]=[CH:4][C:5]([CH3:23])=[C:6]([S:8]([NH:11][C:12]2[C:21]3[C:16](=[CH:17][CH:18]=[CH:19][CH:20]=3)[C:15]([C:34]3[CH2:29][CH2:28][NH:35][CH2:26][CH:25]=3)=[CH:14][CH:13]=2)(=[O:10])=[O:9])[CH:7]=1. (2) Given the reactants Cl[C:2]1[N:11]=[C:10]([NH:12][C@H:13]2[CH2:18][CH2:17][CH2:16][CH2:15][C@H:14]2[NH:19][C:20](=[O:26])[O:21][C:22]([CH3:25])([CH3:24])[CH3:23])[C:9]2[C:4](=[CH:5][CH:6]=[C:7]([CH3:27])[CH:8]=2)[N:3]=1.[CH3:28][O:29][C:30]1[CH:37]=[CH:36][C:33]([CH2:34][NH2:35])=[CH:32][CH:31]=1.C(O)(=O)C, predict the reaction product. The product is: [CH3:28][O:29][C:30]1[CH:37]=[CH:36][C:33]([CH2:34][NH:35][C:2]2[N:11]=[C:10]([NH:12][C@H:13]3[CH2:18][CH2:17][CH2:16][CH2:15][C@H:14]3[NH:19][C:20](=[O:26])[O:21][C:22]([CH3:25])([CH3:23])[CH3:24])[C:9]3[C:4](=[CH:5][CH:6]=[C:7]([CH3:27])[CH:8]=3)[N:3]=2)=[CH:32][CH:31]=1. (3) Given the reactants [NH2:1][CH2:2][CH:3]1[C:12]2[C:8]3=[C:9]([C:13](=[O:17])[N:14]([CH3:16])[CH:15]=[C:7]3[C:6]3[CH:18]=[C:19]([CH2:22][S:23]([CH3:26])(=[O:25])=[O:24])[CH:20]=[CH:21][C:5]=3[N:4]1[C:27]1[CH:32]=[CH:31][C:30]([F:33])=[CH:29][C:28]=1[F:34])[NH:10][CH:11]=2.C(N(C(C)C)C(C)C)C.[C:44]1([N:50]=[C:51]=[O:52])[CH:49]=[CH:48][CH:47]=[CH:46][CH:45]=1, predict the reaction product. The product is: [F:34][C:28]1[CH:29]=[C:30]([F:33])[CH:31]=[CH:32][C:27]=1[N:4]1[CH:3]([CH2:2][NH:1][C:51]([NH:50][C:44]2[CH:49]=[CH:48][CH:47]=[CH:46][CH:45]=2)=[O:52])[C:12]2[C:8]3=[C:9]([C:13](=[O:17])[N:14]([CH3:16])[CH:15]=[C:7]3[C:6]3[CH:18]=[C:19]([CH2:22][S:23]([CH3:26])(=[O:25])=[O:24])[CH:20]=[CH:21][C:5]1=3)[NH:10][CH:11]=2. (4) Given the reactants [CH3:1][CH:2]([CH3:13])[C:3](=O)[CH2:4][S:5][C:6]1[CH:11]=[CH:10][CH:9]=[CH:8][CH:7]=1, predict the reaction product. The product is: [CH:2]([C:3]1[C:7]2[CH:8]=[CH:9][CH:10]=[CH:11][C:6]=2[S:5][CH:4]=1)([CH3:13])[CH3:1].